From a dataset of Retrosynthesis with 50K atom-mapped reactions and 10 reaction types from USPTO. Predict the reactants needed to synthesize the given product. (1) Given the product CN(C)C=NS(=O)(=O)c1cc(C(C)(C)C)ccc1O, predict the reactants needed to synthesize it. The reactants are: COc1ccc(C(C)(C)C)cc1S(=O)(=O)N=CN(C)C. (2) Given the product CCN(C1CCN(CCNC(=O)Nc2cc(C)nc(C)c2)CC1)S(=O)(=O)c1ccc(OC)cc1, predict the reactants needed to synthesize it. The reactants are: CCN(C1CCNCC1)S(=O)(=O)c1ccc(OC)cc1.Cc1cc(NC(=O)NCCCl)cc(C)n1. (3) Given the product CN1C(C(=O)Nc2nc3ccccc3s2)=C(O)c2ccc3ccccc3c2S1(=O)=O, predict the reactants needed to synthesize it. The reactants are: COC(=O)C1=C(O)c2ccc3ccccc3c2S(=O)(=O)N1C.Nc1nc2ccccc2s1. (4) Given the product CC(N)c1cc([N+](=O)[O-])c(Sc2ccc(Cl)cc2Cl)s1, predict the reactants needed to synthesize it. The reactants are: CC(Br)c1cc([N+](=O)[O-])c(Sc2ccc(Cl)cc2Cl)s1.N. (5) Given the product NC1CCN(CC2Cn3c(=O)ccc4cccc2c43)CC1, predict the reactants needed to synthesize it. The reactants are: CC(C)(C)OC(=O)NC1CCN(CC2Cn3c(=O)ccc4cccc2c43)CC1. (6) Given the product N#Cc1cc(Cl)cc(-c2ccc3c(c2)[C@@]2(COC(N)=N2)[C@H]2CC(=O)CC[C@@H]2O3)c1, predict the reactants needed to synthesize it. The reactants are: CC1(C)OB(c2ccc3c(c2)[C@@]2(COC(N)=N2)[C@H]2CC(=O)CC[C@@H]2O3)OC1(C)C.N#Cc1cc(Cl)cc(Br)c1. (7) The reactants are: C=CCCCCCCO.OO. Given the product OCCCCCCC1CO1, predict the reactants needed to synthesize it.